The task is: Predict the reaction yield, written as a fraction of the theoretical maximum amount of product (1.0 means a 100% yield; for example, 0.34 means a 34% yield).. This data is from Reaction yield outcomes from USPTO patents with 853,638 reactions. The reactants are [Br-].C([O:4][C:5](=[O:14])[CH2:6][CH2:7][CH2:8][N+:9]([CH2:12][CH3:13])([CH3:11])[CH3:10])C. The catalyst is O. The product is [CH2:12]([N+:9]([CH3:11])([CH3:10])[CH2:8][CH2:7][CH2:6][C:5]([O-:14])=[O:4])[CH3:13]. The yield is 0.650.